Dataset: Full USPTO retrosynthesis dataset with 1.9M reactions from patents (1976-2016). Task: Predict the reactants needed to synthesize the given product. (1) The reactants are: [Cl:1][C:2]1[C:3]([F:13])=[CH:4][C:5]([F:12])=[C:6]([S:8](Cl)(=[O:10])=[O:9])[CH:7]=1.[NH2:14][C:15]1[CH:20]=[CH:19][C:18]([F:21])=[CH:17][N:16]=1.N1C=CC=CC=1.C(N(CC)C(C)C)(C)C.[CH3:37][O:38][CH2:39]Cl. Given the product [Cl:1][C:2]1[C:3]([F:13])=[CH:4][C:5]([F:12])=[C:6]([S:8]([N:14]([C:15]2[CH:20]=[CH:19][C:18]([F:21])=[CH:17][N:16]=2)[CH2:37][O:38][CH3:39])(=[O:10])=[O:9])[CH:7]=1, predict the reactants needed to synthesize it. (2) Given the product [N:1]1[CH:6]=[CH:5][CH:4]=[CH:3][C:2]=1[NH:7][CH2:8][CH2:9][CH2:10][O:11][C:12]1[CH:13]=[C:14]2[C:18](=[CH:19][CH:20]=1)[NH:17][C:16]([CH2:21][CH:22]([CH2:27][CH2:28][CH3:29])[C:23]([OH:25])=[O:24])=[CH:15]2, predict the reactants needed to synthesize it. The reactants are: [N:1]1[CH:6]=[CH:5][CH:4]=[CH:3][C:2]=1[NH:7][CH2:8][CH2:9][CH2:10][O:11][C:12]1[CH:13]=[C:14]2[C:18](=[CH:19][CH:20]=1)[NH:17][C:16]([CH2:21][CH:22]([CH2:27][CH2:28][CH3:29])[C:23]([O:25]C)=[O:24])=[CH:15]2.[OH-].[Na+].